Dataset: Experimentally validated miRNA-target interactions with 360,000+ pairs, plus equal number of negative samples. Task: Binary Classification. Given a miRNA mature sequence and a target amino acid sequence, predict their likelihood of interaction. (1) The miRNA is dme-miR-iab-4-5p with sequence ACGUAUACUGAAUGUAUCCUGA. The protein sequence of the target gene is MGSDRSALGRPGCTGSCLSSRASLLPLLLVLLDCLGHGTASKDAEVYAAENWLRLYGYLPQPSRHMSTMRSAQILASALAEMQSFYGIPVTGVLDEETKTWMKRPRCGVPDQFGVHVKANLRRRRKRYTLTGKAWNNYHLTFSIQNYTEKLGWYNSMEAVRRAFQVWEQVTPLVFQEVSYDDIRLRRRAEADIMVLFASGFHGDSSPFDGVGGFLAHAYFPGPGLGGDTHFDADEPWTFSSTDLHGISLFLVAVHELGHALGLEHSSNPSAIMAPFYQWMDTDNFQLPEDDLRGIQQLYG.... Result: 0 (no interaction). (2) The miRNA is mmu-miR-3971 with sequence CUCCCCACCCCUGUACCAGUGA. The protein sequence of the target gene is MADSAELKQMVMSLRVSELQVLLGYAGRNKHGRKHELLTKALHLLKAGCSPAVQMKIKELYRRRFPQKIMTPADLSIPNVHSSPMPPTLSPSTIPQLTYDGHPASSPLLPVSLLGPKHELELPHLTSALHPVHPDIKLQKLPFYDLLDELIKPTSLASDNSQRFRETCFAFALTPQQVQQISSSMDISGTKCDFTVQVQLRFCLSETSCPQEDHFPPNLCVKVNTKPCSLPGYLPPTKNGVEPKRPSRPINITSLVRLSTTVPNTIVVSWTAEIGRTYSMAVYLVKQLSSTVLLQRLRAK.... Result: 0 (no interaction). (3) The miRNA is rno-miR-185-5p with sequence UGGAGAGAAAGGCAGUUCCUGA. The protein sequence of the target gene is MGNRVCCGGSWSCPSTFQKKKKTGSQTRRTLKPQPQQLQQNLPKGHETTGHTYERVLQQQGSQERSPGLMSEDSNLHYADIQVCSRPHAREVKHVHLENATEYATLRFPQATPRYDSKNGTLV. Result: 0 (no interaction).